Task: Predict the reaction yield, written as a fraction of the theoretical maximum amount of product (1.0 means a 100% yield; for example, 0.34 means a 34% yield).. Dataset: Reaction yield outcomes from USPTO patents with 853,638 reactions (1) The product is [C:9]([C:10]1[CH:15]=[C:14]([NH:22][CH2:21][C:20]2[CH:23]=[CH:24][CH:25]=[CH:18][CH:19]=2)[CH:13]=[CH:12][CH:11]=1)#[N:16]. The catalyst is [Cu]I.CCCCCC.C(OCC)(=O)C.CC(O)C. The yield is 0.800. The reactants are [O-]P([O-])([O-])=O.[K+].[K+].[K+].[CH2:9]([NH2:16])[C:10]1[CH:15]=[CH:14][CH:13]=[CH:12][CH:11]=1.I[C:18]1[CH:19]=[C:20]([CH:23]=[CH:24][CH:25]=1)[C:21]#[N:22].C(O)CO. (2) The reactants are C1[O:18][CH2:17][CH2:16]OCCOCCOCCOCCOC1.FC(F)(F)COP(CC(OC)=O)(=O)OCC(F)(F)F.C[Si]([N-][Si](C)(C)C)(C)C.[K+].[CH3:48][S:49][C:50]1[N:55]=[C:54]([C:56]2[CH:61]=[CH:60][CH:59]=[CH:58][CH:57]=2)[C:53]([CH:62]=O)=[C:52]([NH:64][C:65]2[CH:70]=[CH:69][CH:68]=[CH:67][CH:66]=2)[N:51]=1.[NH4+].[Cl-]. The catalyst is C1COCC1.C1(C)C=CC=CC=1.C(OCC)C. The product is [CH3:48][S:49][C:50]1[N:55]=[C:54]([C:56]2[CH:61]=[CH:60][CH:59]=[CH:58][CH:57]=2)[C:53]2[CH:62]=[CH:16][C:17](=[O:18])[N:64]([C:65]3[CH:70]=[CH:69][CH:68]=[CH:67][CH:66]=3)[C:52]=2[N:51]=1. The yield is 0.910. (3) The reactants are [CH:1]([C:3]1[CH:8]=[CH:7][C:6]([C:9]2[N:14]=[CH:13][N:12]=[C:11]([NH:15][C@H:16]([C:24]([O:26][CH3:27])=[O:25])[CH2:17][C:18]3[CH:23]=[CH:22][CH:21]=[CH:20][CH:19]=3)[CH:10]=2)=[CH:5][CH:4]=1)=O.Cl.[C:29]1([O:35][NH2:36])[CH:34]=[CH:33][CH:32]=[CH:31][CH:30]=1.C([O-])(=O)C.[Na+]. The catalyst is CO. The product is [O:35](/[N:36]=[CH:1]/[C:3]1[CH:4]=[CH:5][C:6]([C:9]2[N:14]=[CH:13][N:12]=[C:11]([NH:15][C@H:16]([C:24]([O:26][CH3:27])=[O:25])[CH2:17][C:18]3[CH:19]=[CH:20][CH:21]=[CH:22][CH:23]=3)[CH:10]=2)=[CH:7][CH:8]=1)[C:29]1[CH:34]=[CH:33][CH:32]=[CH:31][CH:30]=1. The yield is 0.960. (4) The product is [OH:18][C:12]1[CH:11]=[C:10]2[C:15]([C:6]([O:5][C:4]3[CH:3]=[C:2]([NH:1][C:33]([NH:32][C:29]4[CH:28]=[C:27]([C:24]([CH3:26])([CH3:25])[C:23]([F:43])([F:42])[F:22])[O:31][N:30]=4)=[O:34])[CH:21]=[CH:20][CH:19]=3)=[N:7][CH:8]=[N:9]2)=[CH:14][C:13]=1[O:16][CH3:17]. The reactants are [NH2:1][C:2]1[CH:3]=[C:4]([CH:19]=[CH:20][CH:21]=1)[O:5][C:6]1[C:15]2[C:10](=[CH:11][C:12]([OH:18])=[C:13]([O:16][CH3:17])[CH:14]=2)[N:9]=[CH:8][N:7]=1.[F:22][C:23]([F:43])([F:42])[C:24]([C:27]1[O:31][N:30]=[C:29]([NH:32][C:33](=O)[O:34]C2C=CC=CC=2)[CH:28]=1)([CH3:26])[CH3:25]. The yield is 0.230. The catalyst is CN(C=O)C.